From a dataset of Full USPTO retrosynthesis dataset with 1.9M reactions from patents (1976-2016). Predict the reactants needed to synthesize the given product. (1) Given the product [F:15][C:12]1[CH:13]=[CH:14][C:9]([CH2:8][CH:7]2[CH2:6][NH:5][C:3](=[O:4])[CH2:2][O:16]2)=[CH:10][CH:11]=1, predict the reactants needed to synthesize it. The reactants are: Br[CH2:2][C:3]([NH:5][CH2:6][CH:7]([OH:16])[CH2:8][C:9]1[CH:14]=[CH:13][C:12]([F:15])=[CH:11][CH:10]=1)=[O:4].C(=O)([O-])[O-].[K+].[K+]. (2) The reactants are: [C:1]([NH:5][C:6]1[C:10]([C:11]([O:13][CH2:14][CH3:15])=[O:12])=[C:9]([CH3:16])[N:8]([C:17]2[CH:22]=[CH:21][C:20]([N+:23]([O-:25])=[O:24])=[CH:19][CH:18]=2)[N:7]=1)([CH3:4])([CH3:3])[CH3:2].N(C(C)(C)C#N)=NC(C)(C)C#N.[Br:38]N1C(=O)CCC1=O. Given the product [Br:38][CH2:16][C:9]1[N:8]([C:17]2[CH:22]=[CH:21][C:20]([N+:23]([O-:25])=[O:24])=[CH:19][CH:18]=2)[N:7]=[C:6]([NH:5][C:1]([CH3:4])([CH3:3])[CH3:2])[C:10]=1[C:11]([O-:13])=[O:12].[Br:38][CH2:16][C:9]1[N:8]([C:17]2[CH:22]=[CH:21][C:20]([N+:23]([O-:25])=[O:24])=[CH:19][CH:18]=2)[N:7]=[C:6]([NH:5][C:1]([CH3:2])([CH3:3])[CH3:4])[C:10]=1[C:11]([O:13][CH2:14][CH3:15])=[O:12], predict the reactants needed to synthesize it. (3) Given the product [I:1][CH2:2][C:3]1[N:4]=[C:5]([C:14]2[CH:15]=[CH:16][CH:17]=[CH:18][C:19]=2[C:30]([F:40])([F:39])[F:29])[O:6][C:7]=1[CH2:8][CH3:13], predict the reactants needed to synthesize it. The reactants are: [I:1][CH2:2][C:3]1[N:4]=[C:5]([C:14]2[CH:19]=[CH:18][C:17](C)=[CH:16][CH:15]=2)[O:6][C:7]=1[C:8]1[CH:13]=CC=CC=1.C(C(=O)C(=NO)C)C.[F:29][C:30]([F:40])([F:39])C1C=CC=CC=1C=O. (4) Given the product [Br:1][C:2]1[CH:3]=[CH:4][CH:5]=[C:6]2[C:10]=1[NH:9][C:8]([CH3:11])=[C:7]2[CH2:12][CH2:13][CH2:14][OH:15], predict the reactants needed to synthesize it. The reactants are: [Br:1][C:2]1[CH:3]=[CH:4][CH:5]=[C:6]2[C:10]=1[NH:9][C:8]([CH3:11])=[C:7]2[CH2:12][CH2:13][C:14](OCC)=[O:15]. (5) Given the product [ClH:1].[NH:26]1[C:27]2[C:23](=[CH:22][C:21]([NH:20][C:2]3[C:11]4[C:6](=[CH:7][CH:8]=[CH:9][C:10]=4[O:12][CH:13]4[CH2:18][CH2:17][N:16]([CH3:19])[CH2:15][CH2:14]4)[N:5]=[CH:4][N:3]=3)=[CH:29][CH:28]=2)[CH:24]=[N:25]1, predict the reactants needed to synthesize it. The reactants are: [Cl:1][C:2]1[C:11]2[C:6](=[CH:7][CH:8]=[CH:9][C:10]=2[O:12][CH:13]2[CH2:18][CH2:17][N:16]([CH3:19])[CH2:15][CH2:14]2)[N:5]=[CH:4][N:3]=1.[NH2:20][C:21]1[CH:22]=[C:23]2[C:27](=[CH:28][CH:29]=1)[NH:26][N:25]=[CH:24]2. (6) Given the product [CH3:19][CH:17]([CH3:18])[CH2:16][C@H:12]([N:11]1[C:10](=[O:20])[C:9]2[C:4](=[CH:5][CH:6]=[CH:7][CH:8]=2)[N:3]([CH3:21])[C:2]1=[O:1])[C:13]([OH:15])=[O:14], predict the reactants needed to synthesize it. The reactants are: [O:1]=[C:2]1[N:11]([C@@H:12]([CH2:16][CH:17]([CH3:19])[CH3:18])[C:13]([OH:15])=[O:14])[C:10](=[O:20])[C:9]2[C:4](=[CH:5][CH:6]=[CH:7][CH:8]=2)[NH:3]1.[CH3:21]I.Cl. (7) Given the product [CH3:7][O:8][C:9]([C:10]1[C:11]2[O:19][CH2:29][CH2:28][CH2:27][N:16]([CH:17]=[O:18])[C:12]=2[CH:13]=[CH:14][CH:15]=1)=[O:20], predict the reactants needed to synthesize it. The reactants are: C(=O)([O-])[O-].[K+].[K+].[CH3:7][O:8][C:9](=[O:20])[C:10]1[CH:15]=[CH:14][CH:13]=[C:12]([NH:16][CH:17]=[O:18])[C:11]=1[OH:19].CN(C=O)C.Br[CH2:27][CH2:28][CH2:29]Cl. (8) Given the product [Br:1][C:2]1[CH:3]=[CH:4][C:5]([N:18]2[CH2:17][CH2:16][N:15]([C:21]([O:23][C:24]([CH3:27])([CH3:26])[CH3:25])=[O:22])[CH2:20][CH2:19]2)=[N:6][CH:7]=1, predict the reactants needed to synthesize it. The reactants are: [Br:1][C:2]1[CH:3]=[CH:4][C:5](F)=[N:6][CH:7]=1.C([O-])([O-])=O.[K+].[K+].[N:15]1([C:21]([O:23][C:24]([CH3:27])([CH3:26])[CH3:25])=[O:22])[CH2:20][CH2:19][NH:18][CH2:17][CH2:16]1. (9) Given the product [Cl:23][C:24]1[CH:25]=[C:26]([N:30]2[C:34]([CH2:35][NH:36][C:14]([NH:13][C:10]3[CH:11]=[N:12][C:7]([N:4]4[CH2:5][CH2:6][C@@H:2]([OH:1])[CH2:3]4)=[CH:8][CH:9]=3)=[O:22])=[CH:33][C:32]([C:37]([F:38])([F:39])[F:40])=[N:31]2)[CH:27]=[CH:28][CH:29]=1, predict the reactants needed to synthesize it. The reactants are: [OH:1][C@@H:2]1[CH2:6][CH2:5][N:4]([C:7]2[N:12]=[CH:11][C:10]([NH:13][C:14](=[O:22])OC3C=CC=CC=3)=[CH:9][CH:8]=2)[CH2:3]1.[Cl:23][C:24]1[CH:25]=[C:26]([N:30]2[C:34]([CH2:35][NH2:36])=[CH:33][C:32]([C:37]([F:40])([F:39])[F:38])=[N:31]2)[CH:27]=[CH:28][CH:29]=1.C(N(CC)CC)C.